From a dataset of NCI-60 drug combinations with 297,098 pairs across 59 cell lines. Regression. Given two drug SMILES strings and cell line genomic features, predict the synergy score measuring deviation from expected non-interaction effect. Drug 1: C1=CC=C(C(=C1)C(C2=CC=C(C=C2)Cl)C(Cl)Cl)Cl. Drug 2: CC(C)(C#N)C1=CC(=CC(=C1)CN2C=NC=N2)C(C)(C)C#N. Cell line: HOP-62. Synergy scores: CSS=-19.7, Synergy_ZIP=16.8, Synergy_Bliss=12.7, Synergy_Loewe=0.460, Synergy_HSA=-5.76.